This data is from Reaction yield outcomes from USPTO patents with 853,638 reactions. The task is: Predict the reaction yield, written as a fraction of the theoretical maximum amount of product (1.0 means a 100% yield; for example, 0.34 means a 34% yield). (1) The reactants are [C:1]([N:8]1[CH2:13][CH2:12][C:11]([C:16]2[CH:21]=[CH:20][C:19]([F:22])=[CH:18][CH:17]=2)([C:14]#[N:15])[CH2:10][CH2:9]1)([O:3][C:4]([CH3:7])([CH3:6])[CH3:5])=[O:2]. The catalyst is CCO.[Ni]. The product is [C:1]([N:8]1[CH2:9][CH2:10][C:11]([C:16]2[CH:17]=[CH:18][C:19]([F:22])=[CH:20][CH:21]=2)([CH2:14][NH2:15])[CH2:12][CH2:13]1)([O:3][C:4]([CH3:6])([CH3:7])[CH3:5])=[O:2]. The yield is 0.690. (2) The reactants are [NH2:1][C@@H:2]([CH2:33][C:34]1[CH:39]=[CH:38][CH:37]=[CH:36][CH:35]=1)[C@@H:3]([OH:32])[CH2:4][C@@H:5]([NH:19][C:20]([C@@H:22]([NH:27][C:28](=[O:31])[O:29][CH3:30])[C:23]([CH3:26])([CH3:25])[CH3:24])=[O:21])[CH2:6][C:7]1[CH:12]=[CH:11][C:10]([C:13]2[CH:18]=[CH:17][CH:16]=[CH:15][N:14]=2)=[CH:9][CH:8]=1.[CH3:40][C:41]([CH3:61])([CH3:60])[C@H:42]([N:46]1[CH2:50][CH2:49][N:48]([CH2:51][C:52]2[CH:57]=[CH:56][CH:55]=[C:54]([CH3:58])[CH:53]=2)[C:47]1=[O:59])[C:43](O)=[O:44].CCOP(ON1N=NC2C=CC=CC=2C1=O)(OCC)=O.C(N(CC)C(C)C)(C)C. The catalyst is C1COCC1. The product is [CH3:40][C:41]([CH3:61])([CH3:60])[C@H:42]([N:46]1[CH2:50][CH2:49][N:48]([CH2:51][C:52]2[CH:57]=[CH:56][CH:55]=[C:54]([CH3:58])[CH:53]=2)[C:47]1=[O:59])[C:43]([NH:1][C@@H:2]([CH2:33][C:34]1[CH:35]=[CH:36][CH:37]=[CH:38][CH:39]=1)[C@@H:3]([OH:32])[CH2:4][C@@H:5]([NH:19][C:20]([C@@H:22]([NH:27][C:28](=[O:31])[O:29][CH3:30])[C:23]([CH3:26])([CH3:25])[CH3:24])=[O:21])[CH2:6][C:7]1[CH:12]=[CH:11][C:10]([C:13]2[CH:18]=[CH:17][CH:16]=[CH:15][N:14]=2)=[CH:9][CH:8]=1)=[O:44]. The yield is 0.440.